Dataset: NCI-60 drug combinations with 297,098 pairs across 59 cell lines. Task: Regression. Given two drug SMILES strings and cell line genomic features, predict the synergy score measuring deviation from expected non-interaction effect. Drug 1: COC1=NC(=NC2=C1N=CN2C3C(C(C(O3)CO)O)O)N. Drug 2: CC1=C(C(=O)C2=C(C1=O)N3CC4C(C3(C2COC(=O)N)OC)N4)N. Cell line: RXF 393. Synergy scores: CSS=-0.581, Synergy_ZIP=-0.0768, Synergy_Bliss=-0.551, Synergy_Loewe=-6.35, Synergy_HSA=-2.77.